Dataset: Catalyst prediction with 721,799 reactions and 888 catalyst types from USPTO. Task: Predict which catalyst facilitates the given reaction. (1) Reactant: [Sn](Cl)Cl.Cl.[Cl:5][C:6]1[C:14]2[C:9](=[CH:10][CH:11]=[C:12]([N+:15]([O-])=O)[CH:13]=2)[NH:8][N:7]=1. Product: [Cl:5][C:6]1[C:14]2[C:9](=[CH:10][CH:11]=[C:12]([NH2:15])[CH:13]=2)[NH:8][N:7]=1. The catalyst class is: 8. (2) Reactant: [CH2:1]([C:4]1[CH:9]=[CH:8][N:7]=[CH:6][CH:5]=1)[CH2:2][CH3:3].[OH:10]O. Product: [CH2:1]([C:4]1[CH:9]=[CH:8][N+:7]([O-:10])=[CH:6][CH:5]=1)[CH2:2][CH3:3]. The catalyst class is: 52.